Dataset: Catalyst prediction with 721,799 reactions and 888 catalyst types from USPTO. Task: Predict which catalyst facilitates the given reaction. (1) Reactant: [C:1]([N:8]1[CH2:15][CH2:14][CH2:13][C@H:9]1[C:10]([OH:12])=O)([O:3][C:4]([CH3:7])([CH3:6])[CH3:5])=[O:2].F[B-](F)(F)F.N1(OC(N(C)C)=[N+](C)C)C2C=CC=CC=2N=N1.C1C=CC2N(O)N=NC=2C=1.O.CCN(C(C)C)C(C)C.[Br:58][C:59]1[CH:68]=[CH:67][C:62]([C:63](=[N:65]O)[NH2:64])=[CH:61][CH:60]=1. Product: [Br:58][C:59]1[CH:68]=[CH:67][C:62]([C:63]2[N:65]=[C:10]([C@@H:9]3[CH2:13][CH2:14][CH2:15][N:8]3[C:1]([O:3][C:4]([CH3:5])([CH3:6])[CH3:7])=[O:2])[O:12][N:64]=2)=[CH:61][CH:60]=1. The catalyst class is: 9. (2) Reactant: C[O:2][C:3](=[O:13])[C:4]1[CH:9]=[CH:8][C:7]([Cl:10])=[C:6]([CH3:11])[C:5]=1[Cl:12].C1COCC1.[OH-].[K+].O. Product: [Cl:12][C:5]1[C:6]([CH3:11])=[C:7]([Cl:10])[CH:8]=[CH:9][C:4]=1[C:3]([OH:13])=[O:2]. The catalyst class is: 5. (3) Reactant: [CH3:1][O:2][C:3]([C:5]1[CH:6]=[C:7]([CH:11]=[CH:12][CH:13]=1)[C:8]([OH:10])=O)=[O:4].C(Cl)(=O)C(Cl)=O.N1C=CC=CC=1.[F:26][C:27]1[CH:33]=[CH:32][CH:31]=[C:30]([F:34])[C:28]=1[NH2:29].Cl. Product: [F:26][C:27]1[CH:33]=[CH:32][CH:31]=[C:30]([F:34])[C:28]=1[NH:29][C:8]([C:7]1[CH:6]=[C:5]([CH:13]=[CH:12][CH:11]=1)[C:3]([O:2][CH3:1])=[O:4])=[O:10]. The catalyst class is: 139. (4) Reactant: [C:1]([C:3]1[C:4]([CH3:20])=[C:5]2[C:10](=[CH:11][CH:12]=1)[CH2:9][N:8]([C:13]([O:15][C:16]([CH3:19])([CH3:18])[CH3:17])=[O:14])[CH2:7][CH2:6]2)#[N:2].Cl.[NH2:22][OH:23].C(=O)(O)[O-].[Na+]. Product: [OH:23][NH:22][C:1](=[NH:2])[C:3]1[C:4]([CH3:20])=[C:5]2[C:10](=[CH:11][CH:12]=1)[CH2:9][N:8]([C:13]([O:15][C:16]([CH3:17])([CH3:18])[CH3:19])=[O:14])[CH2:7][CH2:6]2. The catalyst class is: 8.